This data is from Forward reaction prediction with 1.9M reactions from USPTO patents (1976-2016). The task is: Predict the product of the given reaction. (1) Given the reactants [Br:1][C:2]1[C:3]([C:17]([O:19]CC)=O)=[N:4][O:5][C:6]=1[C:7]1[CH:12]=[CH:11][C:10]([C:13]([F:16])([F:15])[F:14])=[CH:9][CH:8]=1.[CH:22]1([NH2:27])[CH2:26][CH2:25][CH2:24][CH2:23]1, predict the reaction product. The product is: [Br:1][C:2]1[C:3]([C:17]([NH:27][CH:22]2[CH2:26][CH2:25][CH2:24][CH2:23]2)=[O:19])=[N:4][O:5][C:6]=1[C:7]1[CH:8]=[CH:9][C:10]([C:13]([F:14])([F:15])[F:16])=[CH:11][CH:12]=1. (2) The product is: [CH3:1][N:2]1[CH2:6][CH2:5][C@@H:4]([NH:7][C:8](=[O:40])[C@H:9]([CH:37]([CH3:39])[CH3:38])[CH2:10][C@H:11]([OH:36])[C@@H:12]([NH2:33])[CH2:13][C@H:14]([CH2:18][C:19]2[CH:24]=[CH:23][C:22]([O:25][CH3:26])=[C:21]([O:27][CH2:28][CH2:29][CH2:30][O:31][CH3:32])[CH:20]=2)[CH:15]([CH3:16])[CH3:17])[CH2:3]1. Given the reactants [CH3:1][N:2]1[CH2:6][CH2:5][C@@H:4]([NH:7][C:8](=[O:40])[C@H:9]([CH:37]([CH3:39])[CH3:38])[CH2:10][C@H:11]([OH:36])[C@@H:12]([N:33]=[N+]=[N-])[CH2:13][C@H:14]([CH2:18][C:19]2[CH:24]=[CH:23][C:22]([O:25][CH3:26])=[C:21]([O:27][CH2:28][CH2:29][CH2:30][O:31][CH3:32])[CH:20]=2)[CH:15]([CH3:17])[CH3:16])[CH2:3]1, predict the reaction product. (3) Given the reactants [Cl:1][C:2]1[CH:3]=[C:4]([CH:18]=[CH:19][C:20]=1[Cl:21])[O:5][CH2:6][C:7]1[C:15]([F:16])=[CH:14][C:10]([C:11]([NH2:13])=[O:12])=[C:9]([F:17])[CH:8]=1.C[Si](C)(C)[N-][Si](C)(C)C.[Li+].[CH3:32][S:33](Cl)(=[O:35])=[O:34].[CH2:37]1COC[CH2:38]1, predict the reaction product. The product is: [CH2:37]([NH:13][CH2:11][CH3:10])[CH3:38].[Cl:1][C:2]1[CH:3]=[C:4]([CH:18]=[CH:19][C:20]=1[Cl:21])[O:5][CH2:6][C:7]1[C:15]([F:16])=[CH:14][C:10]([C:11]([NH:13][S:33]([CH3:32])(=[O:35])=[O:34])=[O:12])=[C:9]([F:17])[CH:8]=1. (4) Given the reactants [C:1]([O:5][C:6]([N:8]1[CH2:11][C:10](=[CH:12][C:13]2[N:14]([CH3:29])[C:15]3[C:20]([N:21]=2)=[C:19]([N:22]2[CH2:27][CH2:26][O:25][CH2:24][CH2:23]2)[N:18]=[C:17](Cl)[N:16]=3)[CH2:9]1)=[O:7])([CH3:4])([CH3:3])[CH3:2].[NH:30]1[C:34]2[CH:35]=[CH:36][CH:37]=[CH:38][C:33]=2[N:32]=[C:31]1[C@@H:39]([OH:41])[CH3:40].CC(C1C=C(C(C)C)C(C2C=CC=CC=2P(C2CCCCC2)C2CCCCC2)=C(C(C)C)C=1)C.C([O-])([O-])=O.[Cs+].[Cs+], predict the reaction product. The product is: [C:1]([O:5][C:6]([N:8]1[CH2:11][C:10](=[CH:12][C:13]2[N:14]([CH3:29])[C:15]3[C:20]([N:21]=2)=[C:19]([N:22]2[CH2:27][CH2:26][O:25][CH2:24][CH2:23]2)[N:18]=[C:17]([N:30]2[C:34]4[CH:35]=[CH:36][CH:37]=[CH:38][C:33]=4[N:32]=[C:31]2[C@@H:39]([OH:41])[CH3:40])[N:16]=3)[CH2:9]1)=[O:7])([CH3:4])([CH3:3])[CH3:2].